This data is from Forward reaction prediction with 1.9M reactions from USPTO patents (1976-2016). The task is: Predict the product of the given reaction. (1) Given the reactants [I-].[Li+].[Si:3]([O:10][C@@H:11]([CH2:16][O:17][CH:18]1[CH2:21][CH2:20][CH2:19]1)[C:12]([O:14]C)=[O:13])([C:6]([CH3:9])([CH3:8])[CH3:7])([CH3:5])[CH3:4], predict the reaction product. The product is: [Si:3]([O:10][C@@H:11]([CH2:16][O:17][CH:18]1[CH2:21][CH2:20][CH2:19]1)[C:12]([OH:14])=[O:13])([C:6]([CH3:9])([CH3:8])[CH3:7])([CH3:5])[CH3:4]. (2) Given the reactants [OH:1][C:2]1[CH:11]=[C:10]2[C:5]([C:6](=[O:27])[C:7]([CH:16]3[CH2:21][CH2:20][CH:19]([C:22]([O:24]CC)=[O:23])[CH2:18][CH2:17]3)=[C:8]([C:12]([F:15])([F:14])[F:13])[O:9]2)=[CH:4][CH:3]=1.Cl, predict the reaction product. The product is: [OH:1][C:2]1[CH:11]=[C:10]2[C:5]([C:6](=[O:27])[C:7]([C@H:16]3[CH2:17][CH2:18][C@H:19]([C:22]([OH:24])=[O:23])[CH2:20][CH2:21]3)=[C:8]([C:12]([F:15])([F:13])[F:14])[O:9]2)=[CH:4][CH:3]=1. (3) Given the reactants [CH2:1]([OH:4])[C:2]#[CH:3].[Li]CCCC.[F:10][CH:11]([F:31])[O:12][C:13]1[CH:18]=[CH:17][C:16]([C:19](=[O:30])[C:20]([C:22]2[CH:23]=[C:24]([CH:27]=[CH:28][CH:29]=2)[CH:25]=[O:26])=[O:21])=[CH:15][CH:14]=1, predict the reaction product. The product is: [F:10][CH:11]([F:31])[O:12][C:13]1[CH:18]=[CH:17][C:16]([C:19](=[O:30])[C:20]([C:22]2[CH:29]=[CH:28][CH:27]=[C:24]([CH:25]([OH:26])[C:3]#[C:2][CH2:1][OH:4])[CH:23]=2)=[O:21])=[CH:15][CH:14]=1.